From a dataset of Full USPTO retrosynthesis dataset with 1.9M reactions from patents (1976-2016). Predict the reactants needed to synthesize the given product. (1) Given the product [NH2:21][C:17]1[N:18]=[C:19]([CH3:20])[C:14]([CH2:13][NH:12][C:10]([C:2]2[O:1][C:5]3[CH:6]=[CH:7][CH:8]=[CH:9][C:4]=3[CH:3]=2)=[O:11])=[C:15]([CH3:29])[CH:16]=1, predict the reactants needed to synthesize it. The reactants are: [O:1]1[C:5]2[CH:6]=[CH:7][CH:8]=[CH:9][C:4]=2[CH:3]=[C:2]1[C:10]([NH:12][CH2:13][C:14]1[C:15]([CH3:29])=[CH:16][C:17]([NH:21]C(=O)OC(C)(C)C)=[N:18][C:19]=1[CH3:20])=[O:11].Cl. (2) Given the product [C:52]([OH:55])(=[O:54])[CH3:53].[Cl:43][C:37]1[CH:38]=[C:39]([Cl:42])[CH:40]=[CH:41][C:36]=1[O:35][C:30]1[CH:31]=[CH:32][CH:33]=[CH:34][C:29]=1[NH:28][S:27]([C:24]1[CH:25]=[CH:26][C:21]([C:20]([NH:19][CH2:18][CH2:17][C:16](=[O:47])[NH:15][CH2:14][CH:11]2[CH2:10][CH2:9][NH:8][CH2:13][CH2:12]2)=[O:46])=[CH:22][CH:23]=1)(=[O:44])=[O:45].[ClH:42], predict the reactants needed to synthesize it. The reactants are: C(OC([N:8]1[CH2:13][CH2:12][CH:11]([CH2:14][NH:15][C:16](=[O:47])[CH2:17][CH2:18][NH:19][C:20](=[O:46])[C:21]2[CH:26]=[CH:25][C:24]([S:27](=[O:45])(=[O:44])[NH:28][C:29]3[CH:34]=[CH:33][CH:32]=[CH:31][C:30]=3[O:35][C:36]3[CH:41]=[CH:40][C:39]([Cl:42])=[CH:38][C:37]=3[Cl:43])=[CH:23][CH:22]=2)[CH2:10][CH2:9]1)=O)(C)(C)C.C(#N)C.O.[C:52]([OH:55])(=[O:54])[CH3:53]. (3) Given the product [CH2:1]([O:3][C:4]([C:6]1[N:7]([CH2:22][C:23]2[CH:28]=[CH:27][CH:26]=[CH:25][CH:24]=2)[C:8]2[C:13]([CH:14]=1)=[CH:12][C:11]([Cl:15])=[CH:10][CH:9]=2)=[O:5])[CH3:2], predict the reactants needed to synthesize it. The reactants are: [CH2:1]([O:3][C:4]([C:6]1[NH:7][C:8]2[C:13]([CH:14]=1)=[CH:12][C:11]([Cl:15])=[CH:10][CH:9]=2)=[O:5])[CH3:2].C(=O)([O-])[O-].[K+].[K+].[CH2:22](Cl)[C:23]1[CH:28]=[CH:27][CH:26]=[CH:25][CH:24]=1. (4) Given the product [C:13]([C:15]1[CH:16]=[C:17]([S:22]([NH:1][C:2]2[S:3][CH:4]=[CH:5][N:6]=2)(=[O:24])=[O:23])[CH:18]=[CH:19][C:20]=1[F:21])#[N:14], predict the reactants needed to synthesize it. The reactants are: [NH2:1][C:2]1[S:3][CH:4]=[CH:5][N:6]=1.N1C=CC=CC=1.[C:13]([C:15]1[CH:16]=[C:17]([S:22](Cl)(=[O:24])=[O:23])[CH:18]=[CH:19][C:20]=1[F:21])#[N:14].Cl. (5) The reactants are: [NH2:1][C:2]1[CH:30]=[CH:29][C:5]([O:6][C:7]2[CH:12]=[CH:11][N:10]=[C:9]3[CH:13]=[C:14]([CH:16]4[CH2:21][CH2:20][N:19]([C:22]([O:24][C:25]([CH3:28])([CH3:27])[CH3:26])=[O:23])[CH2:18][CH2:17]4)[S:15][C:8]=23)=[C:4]([F:31])[CH:3]=1.[F:32][C:33]1[CH:38]=[CH:37][C:36]([N:39]2[C:44](=[O:45])[C:43]([C:46](O)=[O:47])=[CH:42][CH:41]=[N:40]2)=[CH:35][CH:34]=1.Cl.C(N=C=NCCCN(C)C)C.N1(O)C2C=CC=CC=2N=N1.C(N(C(C)C)C(C)C)C. Given the product [F:31][C:4]1[CH:3]=[C:2]([NH:1][C:46]([C:43]2[C:44](=[O:45])[N:39]([C:36]3[CH:37]=[CH:38][C:33]([F:32])=[CH:34][CH:35]=3)[N:40]=[CH:41][CH:42]=2)=[O:47])[CH:30]=[CH:29][C:5]=1[O:6][C:7]1[CH:12]=[CH:11][N:10]=[C:9]2[CH:13]=[C:14]([CH:16]3[CH2:21][CH2:20][N:19]([C:22]([O:24][C:25]([CH3:27])([CH3:28])[CH3:26])=[O:23])[CH2:18][CH2:17]3)[S:15][C:8]=12, predict the reactants needed to synthesize it. (6) Given the product [NH2:16][C:12]1[N:13]=[C:14]([CH3:15])[C:9]([CH2:8][C:7]2[CH:6]=[C:5]([CH2:4][OH:32])[CH:25]=[CH:24][CH:23]=2)=[C:10]([NH:17][CH2:18][CH2:19][CH2:20][CH2:21][CH3:22])[N:11]=1, predict the reactants needed to synthesize it. The reactants are: CN([CH2:4][C:5]1[CH:6]=[C:7]([CH:23]=[CH:24][CH:25]=1)[CH2:8][C:9]1[C:10]([NH:17][CH2:18][CH2:19][CH2:20][CH2:21][CH3:22])=[N:11][C:12]([NH2:16])=[N:13][C:14]=1[CH3:15])C.[H-].[H-].[H-].[H-].[Li+].[Al+3].[OH-:32].[Na+]. (7) Given the product [O:18]=[C:3]1[CH2:2][C:5]2([CH2:10][CH2:9][N:8]([C:11]([O:13][C:14]([CH3:17])([CH3:16])[CH3:15])=[O:12])[CH2:7][CH2:6]2)[CH2:4]1, predict the reactants needed to synthesize it. The reactants are: Cl[C:2]1(Cl)[C:5]2([CH2:10][CH2:9][N:8]([C:11]([O:13][C:14]([CH3:17])([CH3:16])[CH3:15])=[O:12])[CH2:7][CH2:6]2)[CH2:4][C:3]1=[O:18].[NH4+].[Cl-].